Dataset: Forward reaction prediction with 1.9M reactions from USPTO patents (1976-2016). Task: Predict the product of the given reaction. Given the reactants [NH2:1][C:2]1[CH:11]=[CH:10][C:5]([C:6]([O:8][CH3:9])=[O:7])=[CH:4][CH:3]=1.[CH3:12][C:13]1[S:17][C:16]([CH:18]=O)=[CH:15][CH:14]=1.C(O[BH-](OC(=O)C)OC(=O)C)(=O)C.[Na+], predict the reaction product. The product is: [CH3:9][O:8][C:6](=[O:7])[C:5]1[CH:4]=[CH:3][C:2]([NH:1][CH2:18][C:16]2[S:17][C:13]([CH3:12])=[CH:14][CH:15]=2)=[CH:11][CH:10]=1.